This data is from Forward reaction prediction with 1.9M reactions from USPTO patents (1976-2016). The task is: Predict the product of the given reaction. (1) Given the reactants F[C:2]1[CH:7]=[CH:6][C:5]([C:8]2[O:9][C:10]3[CH:16]=[CH:15][CH:14]=[CH:13][C:11]=3[N:12]=2)=[CH:4][C:3]=1[N+:17]([O-:19])=[O:18].C(N(CC)CC)C.Cl.[NH2:28][CH:29]1[CH2:34][CH2:33][CH:32]([OH:35])[CH2:31][CH2:30]1.[H][H], predict the reaction product. The product is: [OH:35][CH:32]1[CH2:33][CH2:34][CH:29]([NH:28][C:2]2[CH:7]=[CH:6][C:5]([C:8]3[O:9][C:10]4[CH:16]=[CH:15][CH:14]=[CH:13][C:11]=4[N:12]=3)=[CH:4][C:3]=2[N+:17]([O-:19])=[O:18])[CH2:30][CH2:31]1. (2) Given the reactants [F:1][C:2]1[C:7]([F:8])=[CH:6][CH:5]=[CH:4][C:3]=1[C:9]1[N:14]=[CH:13][C:12]([CH2:15][CH:16]([NH:22]C(=O)OC(C)(C)C)[C:17]([N:19]([CH3:21])[CH3:20])=[O:18])=[CH:11][CH:10]=1.O1CCOCC1.[ClH:36], predict the reaction product. The product is: [ClH:36].[NH2:22][CH:16]([CH2:15][C:12]1[CH:13]=[N:14][C:9]([C:3]2[CH:4]=[CH:5][CH:6]=[C:7]([F:8])[C:2]=2[F:1])=[CH:10][CH:11]=1)[C:17]([N:19]([CH3:21])[CH3:20])=[O:18]. (3) Given the reactants O=[CH:2][CH2:3][C:4]1([C:20]([O:22]CC)=O)[CH2:9][CH2:8][CH2:7][N:6]([C:10]([O:12][CH2:13][C:14]2[CH:19]=[CH:18][CH:17]=[CH:16][CH:15]=2)=[O:11])[CH2:5]1.Cl.[NH2:26][C@H:27]1[CH2:32][CH2:31][C@H:30]([OH:33])[CH2:29][CH2:28]1.C(N(CC)CC)C.ClCCCl.C(O[BH-](OC(=O)C)OC(=O)C)(=O)C.[Na+], predict the reaction product. The product is: [OH:33][C@H:30]1[CH2:31][CH2:32][C@H:27]([N:26]2[CH2:2][CH2:3][C@@:4]3([CH2:9][CH2:8][CH2:7][N:6]([C:10]([O:12][CH2:13][C:14]4[CH:15]=[CH:16][CH:17]=[CH:18][CH:19]=4)=[O:11])[CH2:5]3)[C:20]2=[O:22])[CH2:28][CH2:29]1. (4) Given the reactants [F:1][C:2]([F:19])([F:18])[CH2:3][O:4][C:5]1[CH:10]=[CH:9][C:8]([S:11][C:12]2[CH:17]=[CH:16][CH:15]=[CH:14][CH:13]=2)=[CH:7][CH:6]=1.[OH:20]O.C1(C)C=CC=CC=1, predict the reaction product. The product is: [F:19][C:2]([F:1])([F:18])[CH2:3][O:4][C:5]1[CH:6]=[CH:7][C:8]([S:11]([C:12]2[CH:17]=[CH:16][CH:15]=[CH:14][CH:13]=2)=[O:20])=[CH:9][CH:10]=1. (5) The product is: [O:1]1[C:9]2[CH:8]=[CH:7][N:6]=[C:5]([CH2:10][CH2:11][C:12]([NH2:14])=[O:13])[C:4]=2[CH2:3][CH2:2]1. Given the reactants [O:1]1[C:9]2[CH:8]=[CH:7][N:6]=[C:5](/[CH:10]=[CH:11]/[C:12]([NH2:14])=[O:13])[C:4]=2[CH:3]=[CH:2]1, predict the reaction product. (6) Given the reactants [C:1]([C:3]1[C:8]2[N:9]=[N:10][N:11]([CH3:12])[C:7]=2[CH:6]=[C:5]([C:13]2[CH:34]=[CH:33][C:16]([O:17][CH2:18][CH2:19][CH:20]3[CH2:25][CH2:24][N:23](C(OC(C)(C)C)=O)[CH2:22][CH2:21]3)=[C:15]([C:35]([F:38])([F:37])[F:36])[CH:14]=2)[N:4]=1)#[N:2].[C:39]([OH:45])([C:41]([F:44])([F:43])[F:42])=[O:40], predict the reaction product. The product is: [OH:45][C:39]([C:41]([F:44])([F:43])[F:42])=[O:40].[CH3:12][N:11]1[C:7]2[CH:6]=[C:5]([C:13]3[CH:34]=[CH:33][C:16]([O:17][CH2:18][CH2:19][CH:20]4[CH2:21][CH2:22][NH:23][CH2:24][CH2:25]4)=[C:15]([C:35]([F:38])([F:37])[F:36])[CH:14]=3)[N:4]=[C:3]([C:1]#[N:2])[C:8]=2[N:9]=[N:10]1. (7) Given the reactants F[C:2]1[CH:9]=[CH:8][C:7]([C:10]([F:13])([F:12])[F:11])=[CH:6][C:3]=1[C:4]#[N:5].[CH3:14][C:15]1[N:16]=[CH:17][NH:18][CH:19]=1.C(=O)([O-])[O-].[K+].[K+].FC(F)(F)C1C=CC(N2C(C)=CN=C2)=C(C=1)C#N, predict the reaction product. The product is: [F:11][C:10]([F:13])([F:12])[C:7]1[CH:8]=[CH:9][C:2]([N:18]2[CH:19]=[C:15]([CH3:14])[N:16]=[CH:17]2)=[C:3]([CH:6]=1)[C:4]#[N:5].